From a dataset of Reaction yield outcomes from USPTO patents with 853,638 reactions. Predict the reaction yield, written as a fraction of the theoretical maximum amount of product (1.0 means a 100% yield; for example, 0.34 means a 34% yield). (1) The reactants are [CH3:1][O:2][C:3]1[CH:4]=[C:5]2[C:10](=[CH:11][C:12]=1[O:13][CH3:14])[NH:9][CH:8]=[CH:7][C:6]2=[S:15].Br[C:17]1[S:18][C:19]([N+:22]([O-:24])=[O:23])=[CH:20][N:21]=1.C(OCC)(=O)C.[OH-].[Na+]. The catalyst is CN(C)C=O.CCCCCC. The product is [CH3:1][O:2][C:3]1[CH:4]=[C:5]2[C:10](=[CH:11][C:12]=1[O:13][CH3:14])[N:9]=[CH:8][CH:7]=[C:6]2[S:15][C:17]1[S:18][C:19]([N+:22]([O-:24])=[O:23])=[CH:20][N:21]=1. The yield is 0.490. (2) The reactants are [N-:1]=[N+:2]=[N-:3].[Na+].Br[CH2:6][C:7]1[CH:12]=[CH:11][C:10]([C:13](=[O:15])[CH3:14])=[CH:9][CH:8]=1. The catalyst is CN(C=O)C.O. The product is [N:1]([CH2:6][C:7]1[CH:12]=[CH:11][C:10]([C:13](=[O:15])[CH3:14])=[CH:9][CH:8]=1)=[N+:2]=[N-:3]. The yield is 0.700. (3) The reactants are [OH-].[Li+].[F:3][C:4]1[CH:9]=[CH:8][C:7]([C:10]2[CH:15]=[CH:14][C:13]([C:16]([O:18]C)=[O:17])=[C:12]([N+:20]([O-:22])=[O:21])[CH:11]=2)=[CH:6][CH:5]=1.CO.O. The catalyst is C1COCC1. The product is [F:3][C:4]1[CH:5]=[CH:6][C:7]([C:10]2[CH:15]=[CH:14][C:13]([C:16]([OH:18])=[O:17])=[C:12]([N+:20]([O-:22])=[O:21])[CH:11]=2)=[CH:8][CH:9]=1. The yield is 0.930. (4) The reactants are O.O.Cl.[NH2:4][C:5]1[N:14]=[C:13]([NH2:15])[C:12]2[C:7](=[N:8][CH:9]=[C:10]([CH2:16][N:17]([CH3:27])[C:18]3[CH:26]=[CH:25][C:21]([C:22]([OH:24])=O)=[CH:20][CH:19]=3)[N:11]=2)[N:6]=1.NC1N=C(N)C2C(=NC=C(C[N:41]([C:43]3[CH:51]=CC(C(O)=O)=C[CH:44]=3)C)N=2)N=1.O.O.C([P:56](=[O:63])([O:60][CH2:61][CH3:62])[O:57][CH2:58][CH3:59])#N.CCN(C(C)C)C(C)C.C(OP(CCCN)(=O)OCC)C. The catalyst is CN(C=O)C. The product is [CH2:58]([O:57][P:56]([CH2:51][CH:43]([NH:41][C:22](=[O:24])[C:21]1[CH:20]=[CH:19][C:18]([N:17]([CH2:16][C:10]2[N:11]=[C:12]3[C:7](=[N:8][CH:9]=2)[N:6]=[C:5]([NH2:4])[N:14]=[C:13]3[NH2:15])[CH3:27])=[CH:26][CH:25]=1)[CH3:44])(=[O:63])[O:60][CH2:61][CH3:62])[CH3:59]. The yield is 0.750. (5) The reactants are [CH:1]1([N:6]2[C:10]3[N:11]=[C:12]([NH2:15])[N:13]=[CH:14][C:9]=3[C:8]3[CH:16]=[CH:17][N:18]=[C:19]([F:20])[C:7]2=3)[CH2:5][CH2:4][CH2:3][CH2:2]1.[Si:21]([O:28][CH2:29][CH2:30][CH:31]1[CH2:36][CH2:35][N:34]([C:37]2[CH:38]=[CH:39][C:40](Cl)=[N:41][CH:42]=2)[CH2:33][CH2:32]1)([C:24]([CH3:27])([CH3:26])[CH3:25])([CH3:23])[CH3:22].C1(P(C2C=CC=CC=2)C2C3OC4C(=CC=CC=4P(C4C=CC=CC=4)C4C=CC=CC=4)C(C)(C)C=3C=CC=2)C=CC=CC=1.CC(C)([O-])C.[Na+]. The catalyst is C1C=CC(/C=C/C(/C=C/C2C=CC=CC=2)=O)=CC=1.C1C=CC(/C=C/C(/C=C/C2C=CC=CC=2)=O)=CC=1.C1C=CC(/C=C/C(/C=C/C2C=CC=CC=2)=O)=CC=1.[Pd].[Pd].O1CCOCC1. The product is [Si:21]([O:28][CH2:29][CH2:30][CH:31]1[CH2:32][CH2:33][N:34]([C:37]2[CH:38]=[CH:39][C:40]([NH:15][C:12]3[N:13]=[CH:14][C:9]4[C:8]5[CH:16]=[CH:17][N:18]=[C:19]([F:20])[C:7]=5[N:6]([CH:1]5[CH2:2][CH2:3][CH2:4][CH2:5]5)[C:10]=4[N:11]=3)=[N:41][CH:42]=2)[CH2:35][CH2:36]1)([C:24]([CH3:27])([CH3:25])[CH3:26])([CH3:23])[CH3:22]. The yield is 0.650. (6) The reactants are [OH:1][C:2]([C:55]1[S:56][CH:57]=[CH:58][CH:59]=1)([C:50]1[S:51][CH:52]=[CH:53][CH:54]=1)[C:3]([O:5][C@H:6]1[CH2:11][CH2:10][C@H:9]([N:12]([CH2:14][CH2:15][CH2:16][N:17]2[C:21]3[CH:22]=[CH:23][C:24]([CH2:26][NH:27][CH2:28][C@H:29]([O:42][Si](C(C)(C)C)(C)C)[C:30]4[CH:39]=[CH:38][C:37]([OH:40])=[C:36]5[C:31]=4[CH:32]=[CH:33][C:34](=[O:41])[NH:35]5)=[CH:25][C:20]=3[N:19]=[N:18]2)[CH3:13])[CH2:8][CH2:7]1)=[O:4].[FH:60].F.F.C(N(CC)CC)C.C(#N)C. The catalyst is C1COCC1. The product is [FH:60].[FH:60].[OH:1][C:2]([C:50]1[S:51][CH:52]=[CH:53][CH:54]=1)([C:55]1[S:56][CH:57]=[CH:58][CH:59]=1)[C:3]([O:5][C@H:6]1[CH2:11][CH2:10][C@H:9]([N:12]([CH2:14][CH2:15][CH2:16][N:17]2[C:21]3[CH:22]=[CH:23][C:24]([CH2:26][NH:27][CH2:28][C@H:29]([OH:42])[C:30]4[CH:39]=[CH:38][C:37]([OH:40])=[C:36]5[C:31]=4[CH:32]=[CH:33][C:34](=[O:41])[NH:35]5)=[CH:25][C:20]=3[N:19]=[N:18]2)[CH3:13])[CH2:8][CH2:7]1)=[O:4]. The yield is 0.960. (7) The reactants are [N:1]12[CH2:8][CH2:7][CH:4]([CH2:5][CH2:6]1)[C@@H:3]([OH:9])[CH2:2]2.[Cl:10][C:11](OC(Cl)(Cl)Cl)=[O:12]. The catalyst is C(#N)C. The product is [ClH:10].[C:11]([Cl:10])(=[O:12])[O:9][C@@H:3]1[CH:4]2[CH2:7][CH2:8][N:1]([CH2:6][CH2:5]2)[CH2:2]1. The yield is 0.980. (8) The reactants are C([O:4][C@@H:5]1[C@:9]([CH:18]=[CH2:19])([O:10][CH2:11][C:12]2[CH:17]=[CH:16][CH:15]=[CH:14][CH:13]=2)[C@@H:8]([CH2:20][O:21][CH2:22][C:23]2[CH:28]=[CH:27][CH:26]=[CH:25][CH:24]=2)[O:7][C@H:6]1[N:29]1[CH:37]=[C:35]([CH3:36])[C:33](=[O:34])[NH:32][C:30]1=[O:31])(=O)C.C[O-].[Na+].Cl. The catalyst is CO. The product is [CH2:11]([O:10][C@:9]1([CH:18]=[CH2:19])[C@@H:8]([CH2:20][O:21][CH2:22][C:23]2[CH:28]=[CH:27][CH:26]=[CH:25][CH:24]=2)[O:7][C@@H:6]([N:29]2[CH:37]=[C:35]([CH3:36])[C:33](=[O:34])[NH:32][C:30]2=[O:31])[C@@H:5]1[OH:4])[C:12]1[CH:13]=[CH:14][CH:15]=[CH:16][CH:17]=1. The yield is 0.970. (9) The reactants are [H][H].[C:3]([C:6]1[CH:11]=[CH:10][CH:9]=[CH:8][CH:7]=1)(=[O:5])[CH3:4].[CH2:12](O)[CH2:13][OH:14]. The yield is 1.00. The product is [CH3:4][C:3]1([C:6]2[CH:11]=[CH:10][CH:9]=[CH:8][CH:7]=2)[O:14][CH2:13][CH2:12][O:5]1. The catalyst is C1C=CC=CC=1.C1(C)C=CC=CC=1. (10) The reactants are [H-].[Na+].[CH2:3]([SH:5])[CH3:4].[H][H].F[C:9]1[CH:16]=[C:15]([C:17]2[CH:22]=[CH:21][C:20]([Cl:23])=[CH:19][C:18]=2[Cl:24])[CH:14]=[CH:13][C:10]=1[C:11]#[N:12]. The catalyst is CN(C)C=O. The product is [Cl:24][C:18]1[CH:19]=[C:20]([Cl:23])[CH:21]=[CH:22][C:17]=1[C:15]1[CH:14]=[CH:13][C:10]([C:11]#[N:12])=[C:9]([S:5][CH2:3][CH3:4])[CH:16]=1. The yield is 0.880.